This data is from Full USPTO retrosynthesis dataset with 1.9M reactions from patents (1976-2016). The task is: Predict the reactants needed to synthesize the given product. (1) The reactants are: [F:1][C:2]1[CH:7]=[CH:6][C:5]([C:8]([F:11])([F:10])[F:9])=[CH:4][C:3]=1[CH2:12][C:13]([OH:15])=O.C(Cl)(=O)C(Cl)=O.[NH2:22][C:23](=[N:29]O)[C:24]([O:26][CH2:27][CH3:28])=[O:25].C(N(CC)C(C)C)(C)C. Given the product [F:1][C:2]1[CH:7]=[CH:6][C:5]([C:8]([F:9])([F:10])[F:11])=[CH:4][C:3]=1[CH2:12][C:13]1[O:15][N:29]=[C:23]([C:24]([O:26][CH2:27][CH3:28])=[O:25])[N:22]=1, predict the reactants needed to synthesize it. (2) Given the product [CH3:1][O:2][C:3]1[CH:4]=[CH:5][C:6]([CH2:7][O:8][C@H:9]([C@@H:11]([C@@H:12]([O:15][C:23]2[CH:28]=[CH:27][CH:26]=[CH:25][CH:24]=2)[CH:13]=[CH2:14])[CH2:16][CH2:17][CH:18]([CH3:19])[CH3:20])[CH3:10])=[CH:21][CH:22]=1, predict the reactants needed to synthesize it. The reactants are: [CH3:1][O:2][C:3]1[CH:22]=[CH:21][C:6]([CH2:7][O:8][C@H:9]([C@H:11]([CH2:16][CH2:17][CH:18]([CH3:20])[CH3:19])[C@@H:12]([OH:15])[CH:13]=[CH2:14])[CH3:10])=[CH:5][CH:4]=1.[CH:23]1(N(C)[CH:23]2[CH2:28][CH2:27][CH2:26][CH2:25][CH2:24]2)[CH2:28][CH2:27][CH2:26][CH2:25][CH2:24]1.C(O)(=O)C.C(O)(=O)C.C1([Bi](C2C=CC=CC=2)C2C=CC=CC=2)C=CC=CC=1. (3) Given the product [N:15](=[C:2]([C:8]1[CH:13]=[CH:12][CH:11]=[CH:10][CH:9]=1)[CH2:3][CH2:4][C:5]([OH:7])=[O:6])[OH:16], predict the reactants needed to synthesize it. The reactants are: O=[C:2]([C:8]1[CH:13]=[CH:12][CH:11]=[CH:10][CH:9]=1)[CH2:3][CH2:4][C:5]([OH:7])=[O:6].Cl.[NH2:15][OH:16].C([O-])(=O)C.[Na+].O. (4) Given the product [OH:37][C:31]1([CH2:30][C@H:20]2[CH2:19][CH2:18][C@@H:17]([NH:16][C:13]([C:6]3[C:7]4[C:12](=[CH:11][CH:10]=[CH:9][CH:8]=4)[N:4]([CH:1]([CH3:2])[CH3:3])[N:5]=3)=[O:15])[CH2:22][N:21]2[C:23]([O:25][C:26]([CH3:29])([CH3:28])[CH3:27])=[O:24])[CH2:36][CH2:35][O:34][CH2:33][CH2:32]1, predict the reactants needed to synthesize it. The reactants are: [CH:1]([N:4]1[C:12]2[C:7](=[CH:8][CH:9]=[CH:10][CH:11]=2)[C:6]([C:13]([OH:15])=O)=[N:5]1)([CH3:3])[CH3:2].[NH2:16][C@H:17]1[CH2:22][N:21]([C:23]([O:25][C:26]([CH3:29])([CH3:28])[CH3:27])=[O:24])[C@@H:20]([CH2:30][C:31]2([OH:37])[CH2:36][CH2:35][O:34][CH2:33][CH2:32]2)[CH2:19][CH2:18]1.C(N(CC)C(C)C)(C)C.C(P(=O)(OCC)OCC)#N.